Dataset: Full USPTO retrosynthesis dataset with 1.9M reactions from patents (1976-2016). Task: Predict the reactants needed to synthesize the given product. (1) Given the product [CH3:22][O:21][C:18]1[CH:19]=[C:20]2[C:15](=[CH:16][C:17]=1[O:23][CH2:24][CH2:25][O:26][CH3:27])[N:14]=[CH:13][N:12]=[C:11]2[NH:10][C:6]1[C:7]([CH:8]=[C:2]([O:34][C:28]2[CH:33]=[CH:32][CH:31]=[CH:30][CH:29]=2)[C:3](=[O:4])[CH:5]=1)=[O:9], predict the reactants needed to synthesize it. The reactants are: Cl[C:2]1[C:3]([CH:5]=[C:6]([NH:10][C:11]2[C:20]3[C:15](=[CH:16][C:17]([O:23][CH2:24][CH2:25][O:26][CH3:27])=[C:18]([O:21][CH3:22])[CH:19]=3)[N:14]=[CH:13][N:12]=2)[C:7](=[O:9])[CH:8]=1)=[O:4].[C:28]1([OH:34])[CH:33]=[CH:32][CH:31]=[CH:30][CH:29]=1. (2) Given the product [CH2:1]([N:8]1[CH2:14][C:13]2[N:15]=[C:16]([Br:24])[C:17]([N:19]([CH3:23])[CH:20]([CH3:21])[CH3:22])=[N:18][C:12]=2[O:11][CH2:10][CH2:9]1)[C:2]1[CH:3]=[CH:4][CH:5]=[CH:6][CH:7]=1, predict the reactants needed to synthesize it. The reactants are: [CH2:1]([N:8]1[CH2:14][C:13]2[N:15]=[CH:16][C:17]([N:19]([CH3:23])[CH:20]([CH3:22])[CH3:21])=[N:18][C:12]=2[O:11][CH2:10][CH2:9]1)[C:2]1[CH:7]=[CH:6][CH:5]=[CH:4][CH:3]=1.[Br:24]N1C(=O)CCC1=O.C(#N)C. (3) Given the product [CH3:31][S:32]([O:21][CH2:20][C@H:17]1[CH2:16][CH2:15][C@H:14]([NH:13][C:5]2[C:4]([N+:1]([O-:3])=[O:2])=[CH:9][N:8]=[C:7]3[CH:10]=[CH:11][S:12][C:6]=23)[CH2:19][CH2:18]1)(=[O:34])=[O:33], predict the reactants needed to synthesize it. The reactants are: [N+:1]([C:4]1[C:5]([NH:13][C@H:14]2[CH2:19][CH2:18][C@H:17]([CH2:20][OH:21])[CH2:16][CH2:15]2)=[C:6]2[S:12][CH:11]=[CH:10][C:7]2=[N:8][CH:9]=1)([O-:3])=[O:2].C(N(CC)C(C)C)(C)C.[CH3:31][S:32](Cl)(=[O:34])=[O:33]. (4) Given the product [F:15][C:16]1[N:21]=[C:20]([C:22]2[CH2:23][CH2:24][N:25]([CH2:2][CH2:3][CH2:4][CH2:5][N:6]3[C:11](=[O:12])[N:10]([CH3:13])[C:9](=[O:14])[CH:8]=[N:7]3)[CH2:26][CH:27]=2)[CH:19]=[CH:18][CH:17]=1, predict the reactants needed to synthesize it. The reactants are: Cl[CH2:2][CH2:3][CH2:4][CH2:5][N:6]1[C:11](=[O:12])[N:10]([CH3:13])[C:9](=[O:14])[CH:8]=[N:7]1.[F:15][C:16]1[N:21]=[C:20]([C:22]2[CH2:23][CH2:24][NH:25][CH2:26][CH:27]=2)[CH:19]=[CH:18][CH:17]=1.C(=O)([O-])[O-].[K+].[K+].[I-].[Na+]. (5) Given the product [Cl:21][CH2:15][C:12]1[CH:11]=[N:10][C:9]([C:6]2[CH:7]=[CH:8][C:3]([C:2]([F:18])([F:17])[F:1])=[CH:4][CH:5]=2)=[CH:14][N:13]=1, predict the reactants needed to synthesize it. The reactants are: [F:1][C:2]([F:18])([F:17])[C:3]1[CH:8]=[CH:7][C:6]([C:9]2[N:10]=[CH:11][C:12]([CH2:15]O)=[N:13][CH:14]=2)=[CH:5][CH:4]=1.O=S(Cl)[Cl:21]. (6) Given the product [CH2:1]([O:3][C:4]([C:6]1[N:7]=[CH:8][C:9]2[C:14]([C:15]=1[OH:16])=[CH:13][CH:12]=[C:11]([NH:27][C:25]([NH:24][CH:18]1[CH2:23][CH2:22][CH2:21][CH2:20][CH2:19]1)=[O:26])[CH:10]=2)=[O:5])[CH3:2], predict the reactants needed to synthesize it. The reactants are: [CH2:1]([O:3][C:4]([C:6]1[N:7]=[CH:8][C:9]2[C:14]([C:15]=1[OH:16])=[CH:13][CH:12]=[C:11](Br)[CH:10]=2)=[O:5])[CH3:2].[CH:18]1([NH:24][C:25]([NH2:27])=[O:26])[CH2:23][CH2:22][CH2:21][CH2:20][CH2:19]1. (7) Given the product [CH3:1][O:2][C:12](=[O:11])[C:13]1[CH:18]=[CH:17][CH:16]=[C:15]([C:19]2[C:28]3[C:23](=[C:24]([CH2:39][Br:3])[C:25]([O:34][CH3:35])=[C:26]4[O:31][C:30]([CH3:33])([CH3:32])[CH2:29][C:27]4=3)[CH2:22][C:21]([CH3:37])([CH3:36])[N:20]=2)[CH:14]=1, predict the reactants needed to synthesize it. The reactants are: [CH2:1]=[O:2].[Br-:3].[Na+].S(=O)(=O)(O)O.C[O:11][C:12](=O)[C:13]1[CH:18]=[CH:17][CH:16]=[C:15]([C:19]2[C:28]3[C:23](=[CH:24][C:25]([O:34][CH3:35])=[C:26]4[O:31][C:30]([CH3:33])([CH3:32])[CH2:29][C:27]4=3)[CH2:22][C:21]([CH3:37])([CH3:36])[N:20]=2)[CH:14]=1.[C:39](O)(=O)C.